This data is from NCI-60 drug combinations with 297,098 pairs across 59 cell lines. The task is: Regression. Given two drug SMILES strings and cell line genomic features, predict the synergy score measuring deviation from expected non-interaction effect. (1) Drug 1: CN(C)C1=NC(=NC(=N1)N(C)C)N(C)C. Drug 2: C1=NC2=C(N=C(N=C2N1C3C(C(C(O3)CO)O)F)Cl)N. Cell line: MALME-3M. Synergy scores: CSS=14.0, Synergy_ZIP=3.79, Synergy_Bliss=4.80, Synergy_Loewe=-40.9, Synergy_HSA=0.143. (2) Drug 1: C1=NC2=C(N1)C(=S)N=C(N2)N. Drug 2: CC1=C2C(C(=O)C3(C(CC4C(C3C(C(C2(C)C)(CC1OC(=O)C(C(C5=CC=CC=C5)NC(=O)C6=CC=CC=C6)O)O)OC(=O)C7=CC=CC=C7)(CO4)OC(=O)C)O)C)OC(=O)C. Cell line: SF-539. Synergy scores: CSS=53.4, Synergy_ZIP=-2.84, Synergy_Bliss=-2.54, Synergy_Loewe=-1.37, Synergy_HSA=1.69. (3) Drug 1: C1CC(=O)NC(=O)C1N2CC3=C(C2=O)C=CC=C3N. Drug 2: C1=CC(=CC=C1CCC2=CNC3=C2C(=O)NC(=N3)N)C(=O)NC(CCC(=O)O)C(=O)O. Cell line: SK-OV-3. Synergy scores: CSS=37.7, Synergy_ZIP=1.86, Synergy_Bliss=0.131, Synergy_Loewe=-0.905, Synergy_HSA=1.06. (4) Cell line: SK-MEL-5. Synergy scores: CSS=0.537, Synergy_ZIP=-3.21, Synergy_Bliss=-3.98, Synergy_Loewe=-6.15, Synergy_HSA=-6.15. Drug 2: C#CCC(CC1=CN=C2C(=N1)C(=NC(=N2)N)N)C3=CC=C(C=C3)C(=O)NC(CCC(=O)O)C(=O)O. Drug 1: CN(C)N=NC1=C(NC=N1)C(=O)N. (5) Drug 1: CC1=CC=C(C=C1)C2=CC(=NN2C3=CC=C(C=C3)S(=O)(=O)N)C(F)(F)F. Drug 2: N.N.Cl[Pt+2]Cl. Cell line: TK-10. Synergy scores: CSS=6.89, Synergy_ZIP=-6.71, Synergy_Bliss=-2.67, Synergy_Loewe=-11.3, Synergy_HSA=-2.74. (6) Drug 1: COC1=CC(=CC(=C1O)OC)C2C3C(COC3=O)C(C4=CC5=C(C=C24)OCO5)OC6C(C(C7C(O6)COC(O7)C8=CC=CS8)O)O. Drug 2: CN1C(=O)N2C=NC(=C2N=N1)C(=O)N. Cell line: OVCAR-8. Synergy scores: CSS=23.7, Synergy_ZIP=0.527, Synergy_Bliss=1.08, Synergy_Loewe=-35.0, Synergy_HSA=-0.887.